From a dataset of NCI-60 drug combinations with 297,098 pairs across 59 cell lines. Regression. Given two drug SMILES strings and cell line genomic features, predict the synergy score measuring deviation from expected non-interaction effect. (1) Drug 1: CNC(=O)C1=CC=CC=C1SC2=CC3=C(C=C2)C(=NN3)C=CC4=CC=CC=N4. Drug 2: CS(=O)(=O)CCNCC1=CC=C(O1)C2=CC3=C(C=C2)N=CN=C3NC4=CC(=C(C=C4)OCC5=CC(=CC=C5)F)Cl. Cell line: SK-MEL-2. Synergy scores: CSS=-1.46, Synergy_ZIP=2.00, Synergy_Bliss=1.82, Synergy_Loewe=-2.21, Synergy_HSA=-1.86. (2) Drug 1: CC1CCC2CC(C(=CC=CC=CC(CC(C(=O)C(C(C(=CC(C(=O)CC(OC(=O)C3CCCCN3C(=O)C(=O)C1(O2)O)C(C)CC4CCC(C(C4)OC)O)C)C)O)OC)C)C)C)OC. Drug 2: CCC1(C2=C(COC1=O)C(=O)N3CC4=CC5=C(C=CC(=C5CN(C)C)O)N=C4C3=C2)O.Cl. Cell line: OVCAR-4. Synergy scores: CSS=14.7, Synergy_ZIP=-7.67, Synergy_Bliss=-1.44, Synergy_Loewe=-1.43, Synergy_HSA=-0.741. (3) Drug 1: CC1C(C(CC(O1)OC2CC(CC3=C2C(=C4C(=C3O)C(=O)C5=C(C4=O)C(=CC=C5)OC)O)(C(=O)CO)O)N)O.Cl. Drug 2: C1C(C(OC1N2C=NC3=C2NC=NCC3O)CO)O. Cell line: HCT-15. Synergy scores: CSS=-1.53, Synergy_ZIP=0.631, Synergy_Bliss=1.89, Synergy_Loewe=-6.43, Synergy_HSA=-4.98. (4) Drug 1: CCCCCOC(=O)NC1=NC(=O)N(C=C1F)C2C(C(C(O2)C)O)O. Drug 2: CC1=C(C(=CC=C1)Cl)NC(=O)C2=CN=C(S2)NC3=CC(=NC(=N3)C)N4CCN(CC4)CCO. Cell line: SW-620. Synergy scores: CSS=4.79, Synergy_ZIP=-0.437, Synergy_Bliss=0.756, Synergy_Loewe=-12.9, Synergy_HSA=-1.10. (5) Drug 1: CC(CN1CC(=O)NC(=O)C1)N2CC(=O)NC(=O)C2. Drug 2: C1=CC(=CC=C1CCCC(=O)O)N(CCCl)CCCl. Cell line: SF-295. Synergy scores: CSS=54.9, Synergy_ZIP=-8.28, Synergy_Bliss=-5.37, Synergy_Loewe=-4.40, Synergy_HSA=-1.43. (6) Drug 1: CC12CCC3C(C1CCC2=O)CC(=C)C4=CC(=O)C=CC34C. Drug 2: CN(C)N=NC1=C(NC=N1)C(=O)N. Cell line: SK-MEL-28. Synergy scores: CSS=23.3, Synergy_ZIP=3.28, Synergy_Bliss=-0.426, Synergy_Loewe=-28.7, Synergy_HSA=-1.47.